From a dataset of Forward reaction prediction with 1.9M reactions from USPTO patents (1976-2016). Predict the product of the given reaction. (1) Given the reactants [CH2:1]([O:4][CH:5]1[CH:9]([NH:10]C(OC(C)(C)C)=O)[CH2:8][N:7]([C:18]([O:20][CH2:21][C:22]2[CH:27]=[CH:26][CH:25]=[CH:24][CH:23]=2)=[O:19])[CH2:6]1)[CH:2]=[CH2:3].Cl.CO.CCOC(C)=O, predict the reaction product. The product is: [CH2:1]([O:4][C@@H:5]1[C@@H:9]([NH2:10])[CH2:8][N:7]([C:18]([O:20][CH2:21][C:22]2[CH:23]=[CH:24][CH:25]=[CH:26][CH:27]=2)=[O:19])[CH2:6]1)[CH:2]=[CH2:3]. (2) The product is: [Cl:1][C:2]1[CH:3]=[C:4]2[C:8](=[CH:9][CH:10]=1)[NH:7][CH:6]=[C:5]2[CH2:11][CH2:12][NH:13][C:14]([C:15]1[C:16]([C:25]2[CH:26]=[CH:27][CH:28]=[C:23]([CH3:32])[CH:24]=2)=[CH:17][CH:18]=[CH:19][CH:20]=1)=[O:22]. Given the reactants [Cl:1][C:2]1[CH:3]=[C:4]2[C:8](=[CH:9][CH:10]=1)[NH:7][CH:6]=[C:5]2[CH2:11][CH2:12][NH:13][C:14](=[O:22])[C:15]1[CH:20]=[CH:19][CH:18]=[CH:17][C:16]=1I.[C:23]1([CH3:32])[CH:28]=[CH:27][CH:26]=[C:25](B(O)O)[CH:24]=1.C(=O)([O-])[O-].[Na+].[Na+], predict the reaction product. (3) Given the reactants [CH3:1][S:2]([C:5]1[CH:32]=[CH:31][C:8]([CH2:9][NH:10][C:11]([C:13]2[C:18](=[O:19])[C:17]([C:20]3[CH:25]=[CH:24][CH:23]=[C:22]([C:26]([F:29])([F:28])[F:27])[CH:21]=3)=[C:16]([CH3:30])[NH:15][CH:14]=2)=[O:12])=[CH:7][CH:6]=1)(=[O:4])=[O:3].C([O-])([O-])=O.[K+].[K+].[CH2:39](Br)[C:40]1[CH:45]=[CH:44][CH:43]=[CH:42][CH:41]=1, predict the reaction product. The product is: [CH3:1][S:2]([C:5]1[CH:6]=[CH:7][C:8]([CH2:9][NH:10][C:11]([C:13]2[C:18](=[O:19])[C:17]([C:20]3[CH:25]=[CH:24][CH:23]=[C:22]([C:26]([F:28])([F:27])[F:29])[CH:21]=3)=[C:16]([CH3:30])[N:15]([CH2:39][C:40]3[CH:45]=[CH:44][CH:43]=[CH:42][CH:41]=3)[CH:14]=2)=[O:12])=[CH:31][CH:32]=1)(=[O:4])=[O:3]. (4) Given the reactants Br[C:2]1[CH:23]=[CH:22][C:5]2[S:6][C:7]([CH2:9][CH:10]3[CH2:14][CH2:13][N:12]([CH:15]4[CH2:20][CH2:19][CH2:18][CH2:17][CH2:16]4)[C:11]3=[O:21])=[CH:8][C:4]=2[CH:3]=1.[F:24][C:25]1[CH:30]=[C:29](B(O)O)[CH:28]=[CH:27][N:26]=1.[Li+].[Cl-].C([O-])([O-])=O.[Na+].[Na+], predict the reaction product. The product is: [CH:15]1([N:12]2[CH2:13][CH2:14][CH:10]([CH2:9][C:7]3[S:6][C:5]4[CH:22]=[CH:23][C:2]([C:29]5[CH:28]=[CH:27][N:26]=[C:25]([F:24])[CH:30]=5)=[CH:3][C:4]=4[CH:8]=3)[C:11]2=[O:21])[CH2:20][CH2:19][CH2:18][CH2:17][CH2:16]1. (5) Given the reactants [C:1]([O:5][C:6](=[O:15])[NH:7][C:8]1[CH:13]=[CH:12][C:11]([OH:14])=[CH:10][CH:9]=1)([CH3:4])([CH3:3])[CH3:2].[CH3:16][C:17]1[O:21][C:20]([C:22]2[CH:27]=[CH:26][CH:25]=[CH:24][CH:23]=2)=[N:19][C:18]=1[CH2:28][CH2:29]O.C1(P(C2C=CC=CC=2)C2C=CC=CC=2)C=CC=CC=1.N(C(OC(C)C)=O)=NC(OC(C)C)=O, predict the reaction product. The product is: [C:1]([O:5][C:6](=[O:15])[NH:7][C:8]1[CH:9]=[CH:10][C:11]([O:14][CH2:29][CH2:28][C:18]2[N:19]=[C:20]([C:22]3[CH:27]=[CH:26][CH:25]=[CH:24][CH:23]=3)[O:21][C:17]=2[CH3:16])=[CH:12][CH:13]=1)([CH3:4])([CH3:2])[CH3:3]. (6) Given the reactants C([O-])(O)=O.[Na+].Br[C:7]1[CH:8]=[C:9]([CH:12]=[CH:13][C:14]=1[O:15][CH2:16][CH2:17][CH2:18][CH3:19])[CH2:10][NH2:11].[N:20]1[CH:25]=[CH:24][C:23](B(O)O)=[CH:22][CH:21]=1.Cl, predict the reaction product. The product is: [CH2:16]([O:15][C:14]1[CH:13]=[CH:12][C:9]([CH2:10][NH2:11])=[CH:8][C:7]=1[C:23]1[CH:24]=[CH:25][N:20]=[CH:21][CH:22]=1)[CH2:17][CH2:18][CH3:19]. (7) Given the reactants [NH:1]1[C:9]2[C:4](=[CH:5][CH:6]=[CH:7][CH:8]=2)[CH:3]=[C:2]1[C:10]([OH:12])=[O:11].C1N=CN(C(N2C=NC=C2)=O)C=1.[C:25](O)([CH3:28])([CH3:27])[CH3:26], predict the reaction product. The product is: [C:25]([O:11][C:10]([C:2]1[NH:1][C:9]2[C:4]([CH:3]=1)=[CH:5][CH:6]=[CH:7][CH:8]=2)=[O:12])([CH3:28])([CH3:27])[CH3:26]. (8) Given the reactants O[CH2:2][C:3]([C:5]1[CH:10]=[CH:9][CH:8]=[CH:7][CH:6]=1)=[O:4].[C:11](=[O:14])([O-])[O-].[K+].[K+].[CH2:17](Br)[CH:18]=C, predict the reaction product. The product is: [CH2:11]([O:14][C:10]1[CH:9]=[CH:8][CH:7]=[CH:6][C:5]=1[C:3](=[O:4])[CH3:2])[CH:17]=[CH2:18]. (9) Given the reactants Br[C:2]1[S:3][C:4]2[CH:10]=[C:9]([CH2:11][OH:12])[CH:8]=[CH:7][C:5]=2[N:6]=1.CCN(C(C)C)C(C)C.[NH2:22][C@@H:23]1[CH2:28][CH2:27][CH2:26][CH2:25][C@H:24]1[OH:29], predict the reaction product. The product is: [OH:12][CH2:11][C:9]1[CH:8]=[CH:7][C:5]2[N:6]=[C:2]([NH:22][C@@H:23]3[CH2:28][CH2:27][CH2:26][CH2:25][C@H:24]3[OH:29])[S:3][C:4]=2[CH:10]=1.